Task: Regression. Given two drug SMILES strings and cell line genomic features, predict the synergy score measuring deviation from expected non-interaction effect.. Dataset: NCI-60 drug combinations with 297,098 pairs across 59 cell lines Drug 1: C1CCC(C1)C(CC#N)N2C=C(C=N2)C3=C4C=CNC4=NC=N3. Drug 2: C1=CC(=CC=C1C#N)C(C2=CC=C(C=C2)C#N)N3C=NC=N3. Cell line: MDA-MB-231. Synergy scores: CSS=3.82, Synergy_ZIP=-1.89, Synergy_Bliss=-3.45, Synergy_Loewe=-3.78, Synergy_HSA=-3.99.